Dataset: Forward reaction prediction with 1.9M reactions from USPTO patents (1976-2016). Task: Predict the product of the given reaction. (1) Given the reactants Cl[CH2:2][C:3]1[C:4]([C:9]2[CH:14]=[CH:13][C:12]([C:15]#[N:16])=[CH:11][CH:10]=2)=[N:5][O:6][C:7]=1[CH3:8].[NH3:17], predict the reaction product. The product is: [NH2:17][CH2:2][C:3]1[C:4]([C:9]2[CH:14]=[CH:13][C:12]([C:15]#[N:16])=[CH:11][CH:10]=2)=[N:5][O:6][C:7]=1[CH3:8]. (2) Given the reactants C(OC(=O)[NH:7][CH2:8][CH:9]1[CH2:13][CH2:12][CH2:11][S:10]1)(C)(C)C.[F:15][C:16]([F:21])([F:20])[C:17]([OH:19])=[O:18], predict the reaction product. The product is: [S:10]1[CH2:11][CH2:12][CH2:13][CH:9]1[CH2:8][NH2:7].[F:15][C:16]([F:21])([F:20])[C:17]([O-:19])=[O:18]. (3) The product is: [OH:2][CH2:1][C:3]1[CH:4]=[C:5]([CH3:22])[CH:6]=[C:7]2[C:12]=1[O:11][CH:10]([C:13]([F:15])([F:16])[F:14])[C:9]([C:17]([O:19][CH2:20][CH3:21])=[O:18])=[CH:8]2. Given the reactants [CH:1]([C:3]1[CH:4]=[C:5]([CH3:22])[CH:6]=[C:7]2[C:12]=1[O:11][CH:10]([C:13]([F:16])([F:15])[F:14])[C:9]([C:17]([O:19][CH2:20][CH3:21])=[O:18])=[CH:8]2)=[O:2].[BH4-].[Na+], predict the reaction product. (4) Given the reactants [O:1]=[C:2]([C:8]1[CH:13]=[CH:12][CH:11]=[CH:10][CH:9]=1)[CH2:3][CH2:4][C:5]([OH:7])=O.CC[N:16]([CH:20]([CH3:22])[CH3:21])C(C)C.C[N:24](C)[CH:25]=[O:26], predict the reaction product. The product is: [O:1]=[C:2]([C:8]1[CH:13]=[CH:12][CH:11]=[CH:10][CH:9]=1)[CH2:3][CH2:4][C:5]([NH:16][C:20]1[CH:22]=[CH:8][CH:2]=[C:3]([CH2:4][CH2:22][C:20]2[C:21]3[CH2:13][CH2:12][CH2:11][CH2:10][C:9]=3[C:25](=[O:26])[NH:24][N:16]=2)[CH:21]=1)=[O:7]. (5) Given the reactants [F:1][C:2]1[CH:7]=[CH:6][C:5]([N:8]2[C:13]3[CH:14]=[CH:15][C:16]([N:18](S(C)(=O)=O)[S:19]([CH3:22])(=[O:21])=[O:20])=[CH:17][C:12]=3[O:11][C:10]([CH3:28])([CH3:27])[C:9]2=[O:29])=[CH:4][CH:3]=1.[OH-].[Na+].CC1(C)C(=O)NC2C=CC(N(S(C)(=O)=O)S(C)(=O)=O)=CC=2O1.Cl.C(O)(C)C.O, predict the reaction product. The product is: [F:1][C:2]1[CH:3]=[CH:4][C:5]([N:8]2[C:13]3[CH:14]=[CH:15][C:16]([NH:18][S:19]([CH3:22])(=[O:20])=[O:21])=[CH:17][C:12]=3[O:11][C:10]([CH3:27])([CH3:28])[C:9]2=[O:29])=[CH:6][CH:7]=1.